The task is: Regression. Given two drug SMILES strings and cell line genomic features, predict the synergy score measuring deviation from expected non-interaction effect.. This data is from NCI-60 drug combinations with 297,098 pairs across 59 cell lines. (1) Drug 1: CC(CN1CC(=O)NC(=O)C1)N2CC(=O)NC(=O)C2. Drug 2: C1=NC2=C(N1)C(=S)N=CN2. Cell line: HOP-92. Synergy scores: CSS=15.4, Synergy_ZIP=-12.0, Synergy_Bliss=-19.4, Synergy_Loewe=-18.1, Synergy_HSA=-16.1. (2) Drug 1: CC12CCC3C(C1CCC2=O)CC(=C)C4=CC(=O)C=CC34C. Drug 2: CC(C)NC(=O)C1=CC=C(C=C1)CNNC.Cl. Cell line: ACHN. Synergy scores: CSS=57.2, Synergy_ZIP=2.39, Synergy_Bliss=4.01, Synergy_Loewe=5.02, Synergy_HSA=3.81.